This data is from Full USPTO retrosynthesis dataset with 1.9M reactions from patents (1976-2016). The task is: Predict the reactants needed to synthesize the given product. (1) Given the product [F:32][C:29]1[CH:28]=[CH:27][C:26]([C:24]2[CH:23]=[C:22]([C:33]([F:34])([F:35])[F:36])[N:21]=[C:20]([C:18]3[CH:17]=[CH:16][N:15]=[C:14]([C:11]4[S:10][C:9]([S:6]([NH2:5])(=[O:7])=[O:8])=[CH:13][CH:12]=4)[CH:19]=3)[N:25]=2)=[CH:31][CH:30]=1, predict the reactants needed to synthesize it. The reactants are: C([NH:5][S:6]([C:9]1[S:10][C:11]([C:14]2[CH:19]=[C:18]([C:20]3[N:25]=[C:24]([C:26]4[CH:31]=[CH:30][C:29]([F:32])=[CH:28][CH:27]=4)[CH:23]=[C:22]([C:33]([F:36])([F:35])[F:34])[N:21]=3)[CH:17]=[CH:16][N:15]=2)=[CH:12][CH:13]=1)(=[O:8])=[O:7])(C)(C)C.C(O)(C(F)(F)F)=O. (2) Given the product [C:1]([O:5][C:6]([N:8]1[CH2:9][C@@H:10]([NH:34][S:42]([CH2:35][C:36]2[CH:41]=[CH:40][CH:39]=[CH:38][CH:37]=2)(=[O:44])=[O:43])[C@H:11]([CH2:13][N:14]([CH:31]([CH3:32])[CH3:33])[C:15](=[O:30])[C:16]2[CH:21]=[CH:20][C:19]([O:22][CH3:23])=[C:18]([O:24][CH2:25][CH2:26][CH2:27][O:28][CH3:29])[CH:17]=2)[CH2:12]1)=[O:7])([CH3:3])([CH3:4])[CH3:2], predict the reactants needed to synthesize it. The reactants are: [C:1]([O:5][C:6]([N:8]1[CH2:12][C@@H:11]([CH2:13][N:14]([CH:31]([CH3:33])[CH3:32])[C:15](=[O:30])[C:16]2[CH:21]=[CH:20][C:19]([O:22][CH3:23])=[C:18]([O:24][CH2:25][CH2:26][CH2:27][O:28][CH3:29])[CH:17]=2)[C@H:10]([NH2:34])[CH2:9]1)=[O:7])([CH3:4])([CH3:3])[CH3:2].[CH2:35]([S:42](Cl)(=[O:44])=[O:43])[C:36]1[CH:41]=[CH:40][CH:39]=[CH:38][CH:37]=1.C(N(CC)CC)C.C([O-])(O)=O.[Na+]. (3) Given the product [N:14]([C:2]1[CH:12]=[C:11]([CH3:13])[C:5]2[N:6]([CH3:10])[C:7]([CH3:9])=[N:8][C:4]=2[CH:3]=1)=[N+:15]=[N-:16], predict the reactants needed to synthesize it. The reactants are: Br[C:2]1[CH:12]=[C:11]([CH3:13])[C:5]2[N:6]([CH3:10])[C:7]([CH3:9])=[N:8][C:4]=2[CH:3]=1.[N-:14]=[N+:15]=[N-:16].[Na+].[Na].O=C1O[C@H]([C@H](CO)O)C(O)=C1O.C(O)C. (4) The reactants are: [C:1]([C:3]1[C:19]([CH2:20][CH3:21])=[CH:18][CH:17]=[CH:16][C:4]=1[O:5][C:6]1[CH:14]=[CH:13][C:9]([C:10]([OH:12])=O)=[CH:8][C:7]=1[CH3:15])#[N:2].Cl.C(N=C=NCCCN(C)C)C.ON1C2C=CC=CC=2N=N1.C(N(CC)CC)C.[NH2:51][CH2:52][C:53]1[C:54]([OH:61])=[N:55][C:56]([CH3:60])=[CH:57][C:58]=1[CH3:59]. Given the product [C:1]([C:3]1[C:19]([CH2:20][CH3:21])=[CH:18][CH:17]=[CH:16][C:4]=1[O:5][C:6]1[CH:14]=[CH:13][C:9]([C:10]([NH:51][CH2:52][C:53]2[C:54]([OH:61])=[N:55][C:56]([CH3:60])=[CH:57][C:58]=2[CH3:59])=[O:12])=[CH:8][C:7]=1[CH3:15])#[N:2], predict the reactants needed to synthesize it. (5) Given the product [F:27][C:24]1[CH:25]=[CH:26][C:12]2[N:11]=[C:10]([C@@H:8]([NH2:7])[CH3:9])[N:14]([C:15]3[CH:16]=[N:17][C:18]([O:21][CH3:22])=[CH:19][CH:20]=3)[C:13]=2[CH:23]=1, predict the reactants needed to synthesize it. The reactants are: C(OC(=O)[NH:7][C@H:8]([C:10]1[N:14]([C:15]2[CH:16]=[N:17][C:18]([O:21][CH3:22])=[CH:19][CH:20]=2)[C:13]2[CH:23]=[C:24]([F:27])[CH:25]=[CH:26][C:12]=2[N:11]=1)[CH3:9])(C)(C)C. (6) Given the product [CH3:1][O:2][C:3](=[O:15])[C:4]1[CH:9]=[CH:8][C:7]([CH2:10][S:11](=[O:13])(=[O:12])[NH:16][C:17]2[CH:18]=[N:19][CH:20]=[CH:21][CH:22]=2)=[CH:6][CH:5]=1, predict the reactants needed to synthesize it. The reactants are: [CH3:1][O:2][C:3](=[O:15])[C:4]1[CH:9]=[CH:8][C:7]([CH2:10][S:11](Cl)(=[O:13])=[O:12])=[CH:6][CH:5]=1.[NH2:16][C:17]1[CH:18]=[N:19][CH:20]=[CH:21][CH:22]=1.C(N(CC)CC)C. (7) Given the product [F:27][C:23]1[CH:22]=[C:21]([CH:11]2[CH2:10][C@@H:9]([OH:8])[CH2:13][N:12]2[C:14]([O:16][C:17]([CH3:20])([CH3:19])[CH3:18])=[O:15])[CH:26]=[CH:25][CH:24]=1, predict the reactants needed to synthesize it. The reactants are: [Si]([O:8][C@H:9]1[CH2:13][N:12]([C:14]([O:16][C:17]([CH3:20])([CH3:19])[CH3:18])=[O:15])[CH:11]([C:21]2[CH:26]=[CH:25][CH:24]=[C:23]([F:27])[CH:22]=2)[CH2:10]1)(C(C)(C)C)(C)C.CCCC[N+](CCCC)(CCCC)CCCC.[F-].O.